This data is from Catalyst prediction with 721,799 reactions and 888 catalyst types from USPTO. The task is: Predict which catalyst facilitates the given reaction. (1) The catalyst class is: 2. Product: [CH3:29][S:30]([O:14][C@H:10]1[CH2:11][CH2:12][CH2:13][C@@H:8]([C:6]2[CH:5]=[N:4][C:3]([NH:22][C:23](=[O:28])[C:24]([CH3:27])([CH3:26])[CH3:25])=[C:2]([Br:1])[N:7]=2)[CH2:9]1)(=[O:32])=[O:31]. Reactant: [Br:1][C:2]1[C:3]([NH:22][C:23](=[O:28])[C:24]([CH3:27])([CH3:26])[CH3:25])=[N:4][CH:5]=[C:6]([C@@H:8]2[CH2:13][CH2:12][CH2:11][C@H:10]([O:14][Si](C(C)(C)C)(C)C)[CH2:9]2)[N:7]=1.[CH3:29][S:30](Cl)(=[O:32])=[O:31].O. (2) Reactant: Br[C:2]1[CH:3]=[CH:4][C:5]([C:37]#[C:38][C:39]2([OH:50])[CH2:42][N:41]([C:43]([O:45][C:46]([CH3:49])([CH3:48])[CH3:47])=[O:44])[CH2:40]2)=[N:6][C:7]=1[C@@H:8]([NH:18][C:19](=[O:36])[CH2:20][N:21]1[C:25]2[C:26]([F:31])([F:30])[C@@H:27]3[CH2:29][C@@H:28]3[C:24]=2[C:23]([C:32]([F:35])([F:34])[F:33])=[N:22]1)[CH2:9][C:10]1[CH:15]=[C:14]([F:16])[CH:13]=[C:12]([F:17])[CH:11]=1.[CH3:51][N:52]1[C:60]2[C:55](=[CH:56][CH:57]=[CH:58][C:59]=2B2OC(C)(C)C(C)(C)O2)[C:54]([NH:70][S:71]([CH3:74])(=[O:73])=[O:72])=[N:53]1.C([O-])(O)=O.[Na+]. Product: [F:31][C:26]1([F:30])[C:25]2[N:21]([CH2:20][C:19]([NH:18][C@H:8]([C:7]3[N:6]=[C:5]([C:37]#[C:38][C:39]4([OH:50])[CH2:42][N:41]([C:43]([O:45][C:46]([CH3:47])([CH3:49])[CH3:48])=[O:44])[CH2:40]4)[CH:4]=[CH:3][C:2]=3[C:59]3[CH:58]=[CH:57][CH:56]=[C:55]4[C:60]=3[N:52]([CH3:51])[N:53]=[C:54]4[NH:70][S:71]([CH3:74])(=[O:73])=[O:72])[CH2:9][C:10]3[CH:11]=[C:12]([F:17])[CH:13]=[C:14]([F:16])[CH:15]=3)=[O:36])[N:22]=[C:23]([C:32]([F:34])([F:35])[F:33])[C:24]=2[C@H:28]2[CH2:29][C@@H:27]12. The catalyst class is: 225. (3) Reactant: [C:1]([O:5][C:6]([N:8]([C:20]([O:22][C:23]([CH3:26])([CH3:25])[CH3:24])=[O:21])[C@:9]1([C:15]([O:17][CH2:18][CH3:19])=[O:16])[CH2:11][C@H:10]1[CH2:12][CH:13]=[O:14])=[O:7])([CH3:4])([CH3:3])[CH3:2].[CH2:27]([Mg]Br)[CH2:28][CH:29]=[CH2:30]. Product: [C:1]([O:5][C:6]([N:8]([C:20]([O:22][C:23]([CH3:25])([CH3:24])[CH3:26])=[O:21])[C@:9]1([C:15]([O:17][CH2:18][CH3:19])=[O:16])[CH2:11][C@H:10]1[CH2:12][CH:13]([OH:14])[CH2:30][CH2:29][CH:28]=[CH2:27])=[O:7])([CH3:4])([CH3:2])[CH3:3]. The catalyst class is: 7.